Dataset: Aqueous solubility values for 9,982 compounds from the AqSolDB database. Task: Regression/Classification. Given a drug SMILES string, predict its absorption, distribution, metabolism, or excretion properties. Task type varies by dataset: regression for continuous measurements (e.g., permeability, clearance, half-life) or binary classification for categorical outcomes (e.g., BBB penetration, CYP inhibition). For this dataset (solubility_aqsoldb), we predict Y. (1) The compound is CCC1OC(=O)C(C)C(OC2CC(C)(OC)C(O)C(C)O2)C(C)C(OC2OC(C)CC(N(C)C)C2O)C(C)(OC)CC(C)C(=O)C(C)C(O)C1(C)O. The Y is -2.20 log mol/L. (2) The compound is CCCOP(=O)(OC)OC. The Y is 0.473 log mol/L. (3) The drug is C=C(COC(C)=O)COC(C)=O. The Y is -0.780 log mol/L. (4) The drug is C[C@H]1CC(=O)C[C@@H]2CC[C@H]3[C@@H]4CC[C@H](O)[C@@]4(C)CC[C@@H]3[C@@]12C. The Y is -5.01 log mol/L.